Dataset: Forward reaction prediction with 1.9M reactions from USPTO patents (1976-2016). Task: Predict the product of the given reaction. (1) Given the reactants [NH:1]1[CH2:5][CH2:4][CH:3]2[NH:6][CH2:7][CH2:8][CH:2]12.F[C:10]1[CH:15]=[CH:14][C:13]([N+:16]([O-:18])=[O:17])=[CH:12][CH:11]=1, predict the reaction product. The product is: [N+:16]([C:13]1[CH:14]=[CH:15][C:10]([N:1]2[CH2:5][CH2:4][CH:3]3[NH:6][CH2:7][CH2:8][CH:2]23)=[CH:11][CH:12]=1)([O-:18])=[O:17]. (2) Given the reactants [Br:1][C:2]1[CH:7]=[CH:6][C:5]([CH2:8][CH2:9][NH2:10])=[CH:4][CH:3]=1.C(N(CC)CC)C.[F:18][C:19]([F:30])([F:29])[C:20](O[C:20](=[O:21])[C:19]([F:30])([F:29])[F:18])=[O:21].Cl, predict the reaction product. The product is: [Br:1][C:2]1[CH:7]=[CH:6][C:5]([CH2:8][CH2:9][NH:10][C:20](=[O:21])[C:19]([F:30])([F:29])[F:18])=[CH:4][CH:3]=1.